This data is from Forward reaction prediction with 1.9M reactions from USPTO patents (1976-2016). The task is: Predict the product of the given reaction. (1) Given the reactants [C:1]([O:5][C:6]([NH:8][C@H:9]1[C@@H:13]2[C@@H:14]3[C@@:27]([CH3:30])([CH2:28][CH2:29][C@@:12]2([C:46]([O:48]CC2C=CC=CC=2)=[O:47])[CH2:11][CH2:10]1)[C@@:26]1([CH3:31])[C@@H:17]([C@:18]2([CH3:45])[C@@H:23]([CH2:24][CH2:25]1)[C:22]([CH3:33])([CH3:32])[C:21]([C:34]1[CH2:39][CH2:38][CH:37]([C:40]([O:42][CH2:43][CH3:44])=[O:41])[CH2:36][CH:35]=1)=[CH:20][CH2:19]2)[CH2:16][CH2:15]3)=[O:7])([CH3:4])([CH3:3])[CH3:2].C([SiH](C)C)(C)(C)C.C(N(CC)CC)C.CCCC[N+](CCCC)(CCCC)CCCC.[F-], predict the reaction product. The product is: [C:1]([O:5][C:6]([NH:8][C@H:9]1[C@@H:13]2[C@@H:14]3[C@@:27]([CH3:30])([CH2:28][CH2:29][C@@:12]2([C:46]([OH:48])=[O:47])[CH2:11][CH2:10]1)[C@@:26]1([CH3:31])[C@@H:17]([C@:18]2([CH3:45])[C@@H:23]([CH2:24][CH2:25]1)[C:22]([CH3:33])([CH3:32])[C:21]([C:34]1[CH2:39][CH2:38][CH:37]([C:40]([O:42][CH2:43][CH3:44])=[O:41])[CH2:36][CH:35]=1)=[CH:20][CH2:19]2)[CH2:16][CH2:15]3)=[O:7])([CH3:2])([CH3:3])[CH3:4]. (2) Given the reactants [C:1]([NH:4][C:5]1[C:6]([F:23])=[C:7]([C:12]2[N:17]=[C:16]([C:18]([O:20]C)=[O:19])[CH:15]=[CH:14][C:13]=2[F:22])[C:8]([F:11])=[CH:9][CH:10]=1)(=[O:3])[CH3:2].[Li+].[OH-], predict the reaction product. The product is: [C:1]([NH:4][C:5]1[C:6]([F:23])=[C:7]([C:12]2[N:17]=[C:16]([C:18]([OH:20])=[O:19])[CH:15]=[CH:14][C:13]=2[F:22])[C:8]([F:11])=[CH:9][CH:10]=1)(=[O:3])[CH3:2]. (3) Given the reactants [CH3:1][NH:2][CH:3]1[C:12]2[N:11]=[CH:10][CH:9]=[CH:8][C:7]=2[CH2:6][CH2:5][CH2:4]1.[F:13][C:14]1[N:19]2[CH:20]=[C:21]([CH:23]=O)[N:22]=[C:18]2[CH:17]=[CH:16][CH:15]=1.C(O)(=O)C.C(O[BH-](OC(=O)C)OC(=O)C)(=O)C.[Na+], predict the reaction product. The product is: [F:13][C:14]1[N:19]2[CH:20]=[C:21]([CH2:23][N:2]([CH3:1])[CH:3]3[C:12]4[N:11]=[CH:10][CH:9]=[CH:8][C:7]=4[CH2:6][CH2:5][CH2:4]3)[N:22]=[C:18]2[CH:17]=[CH:16][CH:15]=1. (4) Given the reactants C(=O)C=C.[F:5][C@@H:6]1[CH2:11][CH2:10][N:9]([C:12](=[O:15])[CH:13]=[CH2:14])[CH2:8][C@@H:7]1[NH:16][C:17]1[C:18]2[CH:25]=[CH:24][N:23](C(C3C=CC=CC=3)(C3C=CC=CC=3)C3C=CC=CC=3)[C:19]=2[N:20]=[CH:21][N:22]=1, predict the reaction product. The product is: [N:20]1[C:19]2[NH:23][CH:24]=[CH:25][C:18]=2[C:17]([NH:16][C@@H:7]2[C@H:6]([F:5])[CH2:11][CH2:10][N:9]([C:12](=[O:15])[CH:13]=[CH2:14])[CH2:8]2)=[N:22][CH:21]=1. (5) Given the reactants C(OC(N1C2C(=CC(OC)=CC=2Cl)C=C1B(O)O)=O)(C)(C)C.[Cl:23][C:24]1[CH:25]=[C:26]([OH:30])[CH:27]=[CH:28][CH:29]=1.[N+:31]([O-])([OH:33])=[O:32], predict the reaction product. The product is: [N+:31]([C:29]1[CH:28]=[CH:27][C:26]([OH:30])=[CH:25][C:24]=1[Cl:23])([O-:33])=[O:32]. (6) Given the reactants [C:1]12([OH:11])[CH2:10][CH:5]3[CH2:6][CH:7]([CH2:9][CH:3]([CH2:4]3)[CH2:2]1)[CH2:8]2.[N:12]1[C:21]2[C:16](=[CH:17][CH:18]=[CH:19][CH:20]=2)[CH:15]=[C:14]([C:22](O)=[O:23])[CH:13]=1.CN(C1C=CC=CN=1)C.C1(N=C=NC2CCCCC2)CCCCC1, predict the reaction product. The product is: [N:12]1[C:21]2[C:16](=[CH:17][CH:18]=[CH:19][CH:20]=2)[CH:15]=[C:14]([C:22]([O:11][C:1]23[CH2:8][CH:7]4[CH2:6][CH:5]([CH2:4][CH:3]([CH2:9]4)[CH2:2]2)[CH2:10]3)=[O:23])[CH:13]=1.